This data is from Forward reaction prediction with 1.9M reactions from USPTO patents (1976-2016). The task is: Predict the product of the given reaction. (1) Given the reactants [C:1]([Si:5]([CH3:18])([CH3:17])[N:6]1[C:10]2=[N:11][CH:12]=[C:13]([CH:15]=[O:16])[CH:14]=[C:9]2[CH2:8][CH2:7]1)([CH3:4])([CH3:3])[CH3:2].[BH4-].[Na+], predict the reaction product. The product is: [C:1]([Si:5]([CH3:18])([CH3:17])[N:6]1[C:10]2=[N:11][CH:12]=[C:13]([CH2:15][OH:16])[CH:14]=[C:9]2[CH2:8][CH2:7]1)([CH3:4])([CH3:3])[CH3:2]. (2) Given the reactants [C:1]([O:5][C:6](=[O:35])[NH:7][C:8]1([C:12]2[CH:17]=[CH:16][C:15]([C:18]3[C:19]([C:29]4[CH:34]=[CH:33][CH:32]=[CH:31][CH:30]=4)=[CH:20][C:21]4[NH:26][C:25](=[O:27])[CH2:24][O:23][C:22]=4[N:28]=3)=[CH:14][CH:13]=2)[CH2:11][CH2:10][CH2:9]1)([CH3:4])([CH3:3])[CH3:2].[H-].[Na+].Cl.Cl[CH2:40][CH2:41][N:42]([CH3:44])[CH3:43].O, predict the reaction product. The product is: [C:1]([O:5][C:6](=[O:35])[NH:7][C:8]1([C:12]2[CH:13]=[CH:14][C:15]([C:18]3[C:19]([C:29]4[CH:30]=[CH:31][CH:32]=[CH:33][CH:34]=4)=[CH:20][C:21]4[N:26]([CH2:40][CH2:41][N:42]([CH3:44])[CH3:43])[C:25](=[O:27])[CH2:24][O:23][C:22]=4[N:28]=3)=[CH:16][CH:17]=2)[CH2:11][CH2:10][CH2:9]1)([CH3:4])([CH3:2])[CH3:3]. (3) Given the reactants [C:1]1([C:7]#[C:8][CH2:9][C:10]2([OH:16])[CH2:15][CH2:14][NH:13][CH2:12][CH2:11]2)[CH:6]=[CH:5][CH:4]=[CH:3][CH:2]=1.Cl[C:18]1[C:23]([N+:24]([O-:26])=[O:25])=[CH:22][CH:21]=[CH:20][N:19]=1.C(N(CC)CC)C, predict the reaction product. The product is: [N+:24]([C:23]1[C:18]([N:13]2[CH2:14][CH2:15][C:10]([CH2:9][C:8]#[C:7][C:1]3[CH:2]=[CH:3][CH:4]=[CH:5][CH:6]=3)([OH:16])[CH2:11][CH2:12]2)=[N:19][CH:20]=[CH:21][CH:22]=1)([O-:26])=[O:25]. (4) Given the reactants Br[C:2]1[CH:7]=[C:6]([C:8]([CH3:11])([CH3:10])[CH3:9])[CH:5]=[C:4]([Br:12])[CH:3]=1.[NH:13]1[CH:17]=[CH:16][N:15]=[CH:14]1.C([O-])([O-])=O.[K+].[K+].CN(C)CC(O)=O, predict the reaction product. The product is: [Br:12][C:4]1[CH:3]=[C:2]([N:13]2[CH:17]=[CH:16][N:15]=[CH:14]2)[CH:7]=[C:6]([C:8]([CH3:11])([CH3:10])[CH3:9])[CH:5]=1. (5) Given the reactants [H-].[Na+].[Cl:3][C:4]1[CH:5]=[C:6]([CH:10]2[C:16]3[CH:17]=[C:18]([C:21]([C:29]4[CH:34]=[CH:33][C:32]([Cl:35])=[CH:31][CH:30]=4)([OH:28])[C:22]4[N:26]([CH3:27])[CH:25]=[N:24][CH:23]=4)[CH:19]=[CH:20][C:15]=3[NH:14][C:13](=[O:36])[CH2:12][S:11]2)[CH:7]=[CH:8][CH:9]=1.IC.[CH3:39]COC(C)=O, predict the reaction product. The product is: [Cl:3][C:4]1[CH:5]=[C:6]([CH:10]2[C:16]3[CH:17]=[C:18]([C:21]([C:29]4[CH:30]=[CH:31][C:32]([Cl:35])=[CH:33][CH:34]=4)([OH:28])[C:22]4[N:26]([CH3:27])[CH:25]=[N:24][CH:23]=4)[CH:19]=[CH:20][C:15]=3[N:14]([CH3:39])[C:13](=[O:36])[CH2:12][S:11]2)[CH:7]=[CH:8][CH:9]=1. (6) Given the reactants [C:1]1([CH2:7][CH2:8][CH2:9][OH:10])[CH:6]=[CH:5][CH:4]=[CH:3][CH:2]=1.C(N([CH2:16][CH3:17])CC)C.[C:18](OCC)(=[O:20])C, predict the reaction product. The product is: [C:18]([O:10][CH2:9][CH2:8][CH2:7][C:1]1[CH:6]=[CH:5][CH:4]=[CH:3][CH:2]=1)(=[O:20])[CH:16]=[CH2:17]. (7) Given the reactants [Br:1][C:2]1[CH:9]=[CH:8][C:5]([CH:6]=[O:7])=[C:4]([F:10])[CH:3]=1.[CH3:11][Mg]I.[Mg].CI, predict the reaction product. The product is: [Br:1][C:2]1[CH:9]=[CH:8][C:5]([CH:6]([OH:7])[CH3:11])=[C:4]([F:10])[CH:3]=1.